Predict the reactants needed to synthesize the given product. From a dataset of Full USPTO retrosynthesis dataset with 1.9M reactions from patents (1976-2016). (1) Given the product [C:1]1([S:7]([C:10]([C:13]2[CH:18]=[C:17]([N:19]3[CH2:24][CH2:23][O:22][CH2:21][C@@H:20]3[CH3:25])[N:16]=[C:15]([C:26]3[CH:27]=[CH:28][C:29]([NH:30][C:38]([NH:33][CH3:34])=[S:39])=[CH:31][CH:32]=3)[N:14]=2)([CH3:12])[CH3:11])(=[O:9])=[O:8])[CH:6]=[CH:5][CH:4]=[CH:3][CH:2]=1, predict the reactants needed to synthesize it. The reactants are: [C:1]1([S:7]([C:10]([C:13]2[CH:18]=[C:17]([N:19]3[CH2:24][CH2:23][O:22][CH2:21][C@@H:20]3[CH3:25])[N:16]=[C:15]([C:26]3[CH:32]=[CH:31][C:29]([NH2:30])=[CH:28][CH:27]=3)[N:14]=2)([CH3:12])[CH3:11])(=[O:9])=[O:8])[CH:6]=[CH:5][CH:4]=[CH:3][CH:2]=1.[N:33]1([C:38](N2C=CN=C2)=[S:39])C=CN=[CH:34]1.CN. (2) Given the product [Br:1][C:2]1[N:7]=[C:6]([C:8]([NH:29][C:24]2[CH:23]=[C:22]([NH:21][C:19](=[O:20])[C:18]3[CH:44]=[CH:45][CH:46]=[C:16]([C:13]([C:11]#[N:12])([CH3:14])[CH3:15])[CH:17]=3)[CH:27]=[CH:26][C:25]=2[CH3:28])=[O:9])[CH:5]=[CH:4][CH:3]=1, predict the reactants needed to synthesize it. The reactants are: [Br:1][C:2]1[N:7]=[C:6]([C:8](Cl)=[O:9])[CH:5]=[CH:4][CH:3]=1.[C:11]([C:13]([C:16]1[CH:17]=[C:18]([CH:44]=[CH:45][CH:46]=1)[C:19]([NH:21][C:22]1[CH:27]=[CH:26][C:25]([CH3:28])=[C:24]([NH:29]C(C2N=C(N3CCOCC3)N=CC=2)=O)[CH:23]=1)=[O:20])([CH3:15])[CH3:14])#[N:12].C(N(CC)CC)C. (3) Given the product [CH2:19]=[C:2]1[O:6][C:5]([C:7]23[CH2:14][CH:13]4[CH2:15][CH:9]([CH2:10][CH:11]([CH2:12]4)[CH2:16]2)[CH2:8]3)([CH3:17])[O:4][C:3]1=[O:18], predict the reactants needed to synthesize it. The reactants are: Br[C:2]1([CH3:19])[O:6][C:5]([CH3:17])([C:7]23[CH2:16][CH:11]4[CH2:12][CH:13]([CH2:15][CH:9]([CH2:10]4)[CH2:8]2)[CH2:14]3)[O:4][C:3]1=[O:18].CN(C)C=O.C(OC(C)C)(C)C. (4) Given the product [F:1][C:2]([F:78])([C:64]1[CH:69]=[CH:68][C:67]([O:70][CH2:71][CH2:72][CH2:73][C:74]([F:77])([F:76])[F:75])=[CH:66][CH:65]=1)[O:3][C:4]1[CH:9]=[CH:8][C:7](/[CH:10]=[CH:11]/[C:12]([O:14][CH2:15][C:16]2[CH:21]=[C:20]([NH2:22])[CH:19]=[CH:18][C:17]=2[C:25]2[CH:30]=[CH:29][C:28]([NH2:31])=[CH:27][C:26]=2[CH2:34][O:35][C:36](=[O:63])/[CH:37]=[CH:38]/[C:39]2[CH:44]=[CH:43][C:42]([O:45][C:46]([F:62])([F:61])[C:47]3[CH:52]=[CH:51][C:50]([O:53][CH2:54][CH2:55][CH2:56][C:57]([F:58])([F:59])[F:60])=[CH:49][CH:48]=3)=[CH:41][CH:40]=2)=[O:13])=[CH:6][CH:5]=1, predict the reactants needed to synthesize it. The reactants are: [F:1][C:2]([F:78])([C:64]1[CH:69]=[CH:68][C:67]([O:70][CH2:71][CH2:72][CH2:73][C:74]([F:77])([F:76])[F:75])=[CH:66][CH:65]=1)[O:3][C:4]1[CH:9]=[CH:8][C:7](/[CH:10]=[CH:11]/[C:12]([O:14][CH2:15][C:16]2[CH:21]=[C:20]([N+:22]([O-])=O)[CH:19]=[CH:18][C:17]=2[C:25]2[CH:30]=[CH:29][C:28]([N+:31]([O-])=O)=[CH:27][C:26]=2[CH2:34][O:35][C:36](=[O:63])/[CH:37]=[CH:38]/[C:39]2[CH:44]=[CH:43][C:42]([O:45][C:46]([F:62])([F:61])[C:47]3[CH:52]=[CH:51][C:50]([O:53][CH2:54][CH2:55][CH2:56][C:57]([F:60])([F:59])[F:58])=[CH:49][CH:48]=3)=[CH:41][CH:40]=2)=[O:13])=[CH:6][CH:5]=1.